This data is from Catalyst prediction with 721,799 reactions and 888 catalyst types from USPTO. The task is: Predict which catalyst facilitates the given reaction. (1) Reactant: [C:1]1([C:7]2[N:12]=[C:11]([C:13](OCC)=[O:14])[CH:10]=[CH:9][C:8]=2[C:18]2[CH:23]=[CH:22][C:21]([C:24]([F:27])([F:26])[F:25])=[CH:20][CH:19]=2)[CH:6]=[CH:5][CH:4]=[CH:3][CH:2]=1.CN[CH2:30][CH2:31]NC.C([Al](CC)CC)C. Product: [C:1]1([C:7]2[N:12]=[C:11]([C:13](=[O:14])[CH2:30][CH3:31])[CH:10]=[CH:9][C:8]=2[C:18]2[CH:19]=[CH:20][C:21]([C:24]([F:27])([F:26])[F:25])=[CH:22][CH:23]=2)[CH:2]=[CH:3][CH:4]=[CH:5][CH:6]=1. The catalyst class is: 11. (2) Reactant: [NH2:1][C:2]1[CH:35]=[CH:34][C:5]([C:6]([NH:8][CH:9]2[CH2:14][CH:13]([NH:15][C:16]3[N:21]=[C:20]([C:22]4[C:30]5[C:25](=[CH:26][CH:27]=[CH:28][CH:29]=5)[NH:24][CH:23]=4)[C:19]([Cl:31])=[CH:18][N:17]=3)[CH2:12][C:11]([F:33])([F:32])[CH2:10]2)=[O:7])=[CH:4][CH:3]=1. Product: [NH2:1][C:2]1[CH:35]=[CH:34][C:5]([C:6]([NH:8][C@@H:9]2[CH2:14][C@H:13]([NH:15][C:16]3[N:21]=[C:20]([C:22]4[C:30]5[C:25](=[CH:26][CH:27]=[CH:28][CH:29]=5)[NH:24][CH:23]=4)[C:19]([Cl:31])=[CH:18][N:17]=3)[CH2:12][C:11]([F:33])([F:32])[CH2:10]2)=[O:7])=[CH:4][CH:3]=1. The catalyst class is: 100. (3) Reactant: [CH3:1][C:2]1[O:3][C:4]2[C:9]([C:10](=[O:12])[CH:11]=1)=[CH:8][CH:7]=[CH:6][C:5]=2[CH:13]=[C:14]([C:23](=O)[CH3:24])[C:15]([C:17]1[CH:22]=[CH:21][CH:20]=[CH:19][CH:18]=1)=[O:16].[NH2:26]/[C:27](/[CH3:34])=[CH:28]\[C:29]([O:31][CH2:32][CH3:33])=[O:30]. Product: [C:15]([C:14]1[CH:13]([C:5]2[CH:6]=[CH:7][CH:8]=[C:9]3[C:4]=2[O:3][C:2]([CH3:1])=[CH:11][C:10]3=[O:12])[C:28]([C:29]([O:31][CH2:32][CH3:33])=[O:30])=[C:27]([CH3:34])[NH:26][C:23]=1[CH3:24])(=[O:16])[C:17]1[CH:18]=[CH:19][CH:20]=[CH:21][CH:22]=1. The catalyst class is: 8. (4) Reactant: [CH:1]([S:4]([N:7]1[CH2:12][CH2:11][N:10]([C:13]2[C:14]3[O:21][C:20]([CH:22]=O)=[CH:19][C:15]=3[CH:16]=[N:17][CH:18]=2)[CH2:9][CH2:8]1)(=[O:6])=[O:5])([CH3:3])[CH3:2].[CH2:24]1[S:30][C:28](=[O:29])[NH:27][C:25]1=[O:26].NCCC(O)=O. Product: [CH:1]([S:4]([N:7]1[CH2:12][CH2:11][N:10]([C:13]2[C:14]3[O:21][C:20](/[CH:22]=[C:24]4/[C:25](=[O:26])[NH:27][C:28](=[O:29])[S:30]/4)=[CH:19][C:15]=3[CH:16]=[N:17][CH:18]=2)[CH2:9][CH2:8]1)(=[O:5])=[O:6])([CH3:3])[CH3:2]. The catalyst class is: 15. (5) Reactant: [Cl:1][C:2]1[CH:3]=[C:4]([CH:9]=[C:10]([C:13]([F:16])([F:15])[F:14])[C:11]=1I)[C:5]([O:7][CH3:8])=[O:6].C([Mg]Br)(C)C.C1C[O:25][CH2:24]C1.C(N1CCOCC1)=O.[BH4-].[Na+].Cl. Product: [Cl:1][C:2]1[CH:3]=[C:4]([CH:9]=[C:10]([C:13]([F:16])([F:15])[F:14])[C:11]=1[CH2:24][OH:25])[C:5]([O:7][CH3:8])=[O:6]. The catalyst class is: 1. (6) Reactant: [F:1][C:2]1[CH:9]=[C:8]([O:10][CH3:11])[CH:7]=[CH:6][C:3]=1[CH:4]=O.[NH2:12][C:13]1[NH:17][N:16]=[CH:15][C:14]=1[C:18]#[N:19].[CH:20]1([N+:25]#[C-:26])[CH2:24][CH2:23][CH2:22][CH2:21]1.Cl(O)(=O)(=O)=O. Product: [CH:20]1([NH:25][C:26]2[N:17]3[N:16]=[CH:15][C:14]([C:18]#[N:19])=[C:13]3[NH:12][C:4]=2[C:3]2[CH:6]=[CH:7][C:8]([O:10][CH3:11])=[CH:9][C:2]=2[F:1])[CH2:24][CH2:23][CH2:22][CH2:21]1. The catalyst class is: 5.